From a dataset of Forward reaction prediction with 1.9M reactions from USPTO patents (1976-2016). Predict the product of the given reaction. (1) Given the reactants [Cl:1][C:2]1[CH:7]=[CH:6][C:5]([S:8]([N:11]([CH:19]([CH3:28])[CH2:20][C:21]([O:23]C(C)(C)C)=[O:22])[C:12]2[CH:17]=[CH:16][C:15]([F:18])=[CH:14][CH:13]=2)(=[O:10])=[O:9])=[CH:4][CH:3]=1.C(O)(C(F)(F)F)=O, predict the reaction product. The product is: [Cl:1][C:2]1[CH:3]=[CH:4][C:5]([S:8]([N:11]([CH:19]([CH3:28])[CH2:20][C:21]([OH:23])=[O:22])[C:12]2[CH:17]=[CH:16][C:15]([F:18])=[CH:14][CH:13]=2)(=[O:10])=[O:9])=[CH:6][CH:7]=1. (2) Given the reactants [CH2:1]([Zn]CC)C.ClC1C=C(Cl)C=C(Cl)C=1O.ICI.[Br:19][C:20]1[CH:25]=[CH:24][CH:23]=[C:22]([CH:26]=[CH2:27])[CH:21]=1.[Mn]([O-])(=O)(=O)=O.[K+].O, predict the reaction product. The product is: [Br:19][C:20]1[CH:25]=[CH:24][CH:23]=[C:22]([CH:26]2[CH2:1][CH2:27]2)[CH:21]=1. (3) Given the reactants [OH:1][C:2]1[CH:3]=[CH:4][CH:5]=[C:6]2[C:11]=1[N:10]=[C:9]([CH3:12])[CH:8]=[CH:7]2.[CH2:13](Br)[C:14]1[CH:19]=[CH:18][CH:17]=[CH:16][CH:15]=1.[Se](=O)=[O:22], predict the reaction product. The product is: [CH2:13]([O:1][C:2]1[CH:3]=[CH:4][CH:5]=[C:6]2[C:11]=1[N:10]=[C:9]([CH:12]=[O:22])[CH:8]=[CH:7]2)[C:14]1[CH:19]=[CH:18][CH:17]=[CH:16][CH:15]=1. (4) The product is: [Br:1][C:2]1[CH:7]=[C:6]2[C:5](=[C:4]([CH2:14][CH3:15])[CH:3]=1)[NH:8][C:9](=[O:13])[C:10]2=[O:18]. Given the reactants [Br:1][C:2]1[CH:7]=[CH:6][C:5]([NH:8][C:9](=[O:13])[CH:10]=NO)=[C:4]([CH2:14][CH3:15])[CH:3]=1.C(N)(=[O:18])C, predict the reaction product. (5) Given the reactants [F:1][C:2]([F:40])([F:39])[C:3]1[CH:4]=[C:5]([CH2:13][N:14]([CH3:38])[C:15]([N:17]2[CH2:29][CH2:28][C@:20]3([NH:24][C@@H:23]([C:25]([NH2:27])=[O:26])[CH2:22][CH2:21]3)[CH2:19][C@@H:18]2[C:30]2[CH:35]=[CH:34][C:33]([F:36])=[CH:32][C:31]=2[CH3:37])=[O:16])[CH:6]=[C:7]([C:9]([F:12])([F:11])[F:10])[CH:8]=1.[ClH:41], predict the reaction product. The product is: [ClH:41].[F:40][C:2]([F:1])([F:39])[C:3]1[CH:4]=[C:5]([CH2:13][N:14]([CH3:38])[C:15]([N:17]2[CH2:29][CH2:28][C@:20]3([NH:24][C@@H:23]([C:25]([NH2:27])=[O:26])[CH2:22][CH2:21]3)[CH2:19][C@@H:18]2[C:30]2[CH:35]=[CH:34][C:33]([F:36])=[CH:32][C:31]=2[CH3:37])=[O:16])[CH:6]=[C:7]([C:9]([F:10])([F:12])[F:11])[CH:8]=1. (6) Given the reactants C([O:8][CH2:9][CH2:10][CH2:11][C:12]1[CH:17]=[C:16]([C:18]2[CH:23]=[C:22]([C:24]([F:27])([F:26])[F:25])[CH:21]=[C:20]([S:28](=[O:32])(=[O:31])[NH:29][CH3:30])[CH:19]=2)[N:15]=[C:14]([C:33]#[N:34])[N:13]=1)C1C=CC=CC=1.S([O-])([O-])(=O)=O.[Ce+3].S([O-])([O-])(=O)=O.S([O-])([O-])(=O)=O.[Ce+3].Br([O-])(=O)=O.[Ba+2].Br([O-])(=O)=O, predict the reaction product. The product is: [OH:8][CH2:9][CH2:10][CH2:11][C:12]1[CH:17]=[C:16]([C:18]2[CH:23]=[C:22]([C:24]([F:27])([F:25])[F:26])[CH:21]=[C:20]([S:28](=[O:32])(=[O:31])[NH:29][CH3:30])[CH:19]=2)[N:15]=[C:14]([C:33]#[N:34])[N:13]=1.